From a dataset of Forward reaction prediction with 1.9M reactions from USPTO patents (1976-2016). Predict the product of the given reaction. Given the reactants [O:1]([C:8]1[C:17]2[N:18]=[CH:19][N:20]([CH2:21][CH2:22][OH:23])[C:16]=2[C:15]2[CH:14]=[CH:13][CH:12]=[CH:11][C:10]=2[N:9]=1)[C:2]1[CH:7]=[CH:6][CH:5]=[CH:4][CH:3]=1.Cl[CH2:25][C:26]1[C:27]([CH3:32])=[N:28][O:29][C:30]=1[CH3:31], predict the reaction product. The product is: [CH3:32][C:27]1[C:26]([CH2:25][O:23][CH2:22][CH2:21][N:20]2[C:16]3[C:15]4[CH:14]=[CH:13][CH:12]=[CH:11][C:10]=4[N:9]=[C:8]([O:1][C:2]4[CH:3]=[CH:4][CH:5]=[CH:6][CH:7]=4)[C:17]=3[N:18]=[CH:19]2)=[C:30]([CH3:31])[O:29][N:28]=1.